Dataset: Catalyst prediction with 721,799 reactions and 888 catalyst types from USPTO. Task: Predict which catalyst facilitates the given reaction. (1) Reactant: [Cl:1][C:2]1[CH:3]=[C:4]([C:8]2[N:13]=[C:12]3[CH2:14][CH2:15][CH2:16][C:11]3=[C:10]([CH2:17][C:18]3[CH:23]=[CH:22][C:21]([CH2:24][C:25]([O:27]C)=O)=[CH:20][CH:19]=3)[CH:9]=2)[CH:5]=[CH:6][CH:7]=1.[Cl-].[NH4+:30].N. Product: [Cl:1][C:2]1[CH:3]=[C:4]([C:8]2[N:13]=[C:12]3[CH2:14][CH2:15][CH2:16][C:11]3=[C:10]([CH2:17][C:18]3[CH:23]=[CH:22][C:21]([CH2:24][C:25]([NH2:30])=[O:27])=[CH:20][CH:19]=3)[CH:9]=2)[CH:5]=[CH:6][CH:7]=1. The catalyst class is: 5. (2) Reactant: [NH2:1][C:2]1[CH:7]=[CH:6][C:5]([CH2:8][CH2:9][CH:10]2[CH2:15][CH2:14][N:13]([C:16]([O:18][C:19]([CH3:22])([CH3:21])[CH3:20])=[O:17])[CH2:12][CH2:11]2)=[CH:4][CH:3]=1.C(=O)(O)[O-:24].[Na+].OOS([O-])=O.[K+].[OH2:34]. Product: [N+:1]([C:2]1[CH:3]=[CH:4][C:5]([CH2:8][CH2:9][CH:10]2[CH2:11][CH2:12][N:13]([C:16]([O:18][C:19]([CH3:22])([CH3:21])[CH3:20])=[O:17])[CH2:14][CH2:15]2)=[CH:6][CH:7]=1)([O-:24])=[O:34]. The catalyst class is: 21. (3) Product: [NH2:1][C@H:2]([C:7]([NH:9][C@H:10]([C:15]([NH:17][C@H:18]([C:34]([NH:36][C@H:37]([C:42]([NH:44][C@H:45]([C:50]([O:52][CH3:53])=[O:51])[CH2:46][CH:47]([CH3:49])[CH3:48])=[O:43])[CH2:38][CH:39]([CH3:40])[CH3:41])=[O:35])[CH2:19][CH2:20][CH2:21][CH2:22][NH:23][C:24]([O:26][CH2:27][C:28]1[CH:29]=[CH:30][CH:31]=[CH:32][CH:33]=1)=[O:25])=[O:16])[CH2:11][CH:12]([CH3:14])[CH3:13])=[O:8])[CH2:3][CH:4]([CH3:6])[CH3:5].[ClH:61]. The catalyst class is: 5. Reactant: [NH:1](C(OC(C)(C)C)=O)[C@H:2]([C:7]([NH:9][C@H:10]([C:15]([NH:17][C@H:18]([C:34]([NH:36][C@H:37]([C:42]([NH:44][C@H:45]([C:50]([O:52][CH3:53])=[O:51])[CH2:46][CH:47]([CH3:49])[CH3:48])=[O:43])[CH2:38][CH:39]([CH3:41])[CH3:40])=[O:35])[CH2:19][CH2:20][CH2:21][CH2:22][NH:23][C:24]([O:26][CH2:27][C:28]1[CH:33]=[CH:32][CH:31]=[CH:30][CH:29]=1)=[O:25])=[O:16])[CH2:11][CH:12]([CH3:14])[CH3:13])=[O:8])[CH2:3][CH:4]([CH3:6])[CH3:5].[ClH:61]. (4) Reactant: C(=O)(O)[O-].[Na+].[CH2:6]([C:8]1[CH:9]=[CH:10][CH:11]=[C:12]2[C:16]=1[NH:15][N:14]=[CH:13]2)[CH3:7].[I:17]I. Product: [CH2:6]([C:8]1[CH:9]=[CH:10][CH:11]=[C:12]2[C:16]=1[NH:15][N:14]=[C:13]2[I:17])[CH3:7]. The catalyst class is: 97. (5) Reactant: [C:1]([O:5][C:6]([NH:8][CH:9](P(OC)(OC)=O)[C:10]([O:12][CH3:13])=[O:11])=[O:7])([CH3:4])([CH3:3])[CH3:2].N12CCCN=C1CCCCC2.[Br:31][C:32]1[CH:39]=[CH:38][C:35]([CH:36]=O)=[CH:34][C:33]=1[F:40].Cl. The catalyst class is: 96. Product: [Br:31][C:32]1[CH:39]=[CH:38][C:35](/[CH:36]=[C:9](\[NH:8][C:6]([O:5][C:1]([CH3:2])([CH3:3])[CH3:4])=[O:7])/[C:10]([O:12][CH3:13])=[O:11])=[CH:34][C:33]=1[F:40]. (6) Reactant: [CH2:1]([O:3][C:4]1[CH:12]=[C:11]2[C:7]([CH2:8][CH2:9][C:10]2=[O:13])=[CH:6][CH:5]=1)[CH3:2].C([O:19][N:20]=O)CC(C)C.Cl. The catalyst class is: 13. Product: [CH2:1]([O:3][C:4]1[CH:12]=[C:11]2[C:7]([CH2:8][C:9](=[N:20][OH:19])[C:10]2=[O:13])=[CH:6][CH:5]=1)[CH3:2]. (7) Reactant: [H-].[Al+3].[Li+].[H-].[H-].[H-].[C:7]([O:11][C:12]([N:14]1[CH2:19][CH2:18][CH:17]([C:20](=[O:25])N(OC)C)[CH2:16][CH2:15]1)=[O:13])([CH3:10])([CH3:9])[CH3:8]. Product: [C:7]([O:11][C:12]([N:14]1[CH2:19][CH2:18][CH:17]([CH:20]=[O:25])[CH2:16][CH2:15]1)=[O:13])([CH3:10])([CH3:9])[CH3:8]. The catalyst class is: 28.